Dataset: Forward reaction prediction with 1.9M reactions from USPTO patents (1976-2016). Task: Predict the product of the given reaction. (1) Given the reactants [C:1]([C:5]1[O:9][N:8]=[C:7]([NH:10][C:11]([NH:13][C:14]2[CH:19]=[C:18]([OH:20])[CH:17]=[CH:16][C:15]=2[F:21])=[O:12])[CH:6]=1)([CH3:4])([CH3:3])[CH3:2].Cl[C:23]1[C:32]2[C:27](=[CH:28][C:29]([O:35][CH3:36])=[C:30]([O:33][CH3:34])[CH:31]=2)[N:26]=[CH:25][N:24]=1.C(=O)([O-])[O-].[K+].[K+].O, predict the reaction product. The product is: [C:1]([C:5]1[O:9][N:8]=[C:7]([NH:10][C:11]([NH:13][C:14]2[CH:19]=[C:18]([O:20][C:23]3[C:32]4[C:27](=[CH:28][C:29]([O:35][CH3:36])=[C:30]([O:33][CH3:34])[CH:31]=4)[N:26]=[CH:25][N:24]=3)[CH:17]=[CH:16][C:15]=2[F:21])=[O:12])[CH:6]=1)([CH3:4])([CH3:2])[CH3:3]. (2) Given the reactants [C:1]([O:5][C:6]([N:8]1[CH2:12][C@:11]([CH2:14][N:15]=[N+:16]=[N-:17])([F:13])[CH2:10][C@H:9]1[C:18](=[O:29])[NH:19][CH2:20][C:21]1[CH:26]=[CH:25][CH:24]=[C:23]([Cl:27])[C:22]=1[F:28])=[O:7])([CH3:4])([CH3:3])[CH3:2].C(OC(N1C[C@@](O)(COS(C)(=O)=O)C[C@H]1C(=O)NCC1C=CC=C(Cl)C=1F)=O)(C)(C)C, predict the reaction product. The product is: [C:1]([O:5][C:6]([N:8]1[CH2:12][C@@:11]([CH2:14][N:15]=[N+:16]=[N-:17])([F:13])[CH2:10][C@H:9]1[C:18](=[O:29])[NH:19][CH2:20][C:21]1[CH:26]=[CH:25][CH:24]=[C:23]([Cl:27])[C:22]=1[F:28])=[O:7])([CH3:4])([CH3:2])[CH3:3]. (3) Given the reactants [CH2:1]([O:3][C:4]([N:6]1[CH2:11][CH2:10][C:9]([NH:15][C:16]([O:18][C:19]([CH3:22])([CH3:21])[CH3:20])=[O:17])([CH2:12][C:13]#[N:14])[CH2:8][CH2:7]1)=[O:5])[CH3:2], predict the reaction product. The product is: [CH2:1]([O:3][C:4]([N:6]1[CH2:11][CH2:10][C:9]([CH2:12][CH2:13][NH2:14])([NH:15][C:16]([O:18][C:19]([CH3:20])([CH3:21])[CH3:22])=[O:17])[CH2:8][CH2:7]1)=[O:5])[CH3:2]. (4) Given the reactants [OH:1][C:2]1[CH:3]=[CH:4][C:5]2[O:10][CH2:9][C:8](=[O:11])[NH:7][C:6]=2[CH:12]=1.C(=O)([O-])[O-].[K+].[K+].[Br:19][CH2:20][CH2:21][CH2:22]Br, predict the reaction product. The product is: [Br:19][CH2:20][CH2:21][CH2:22][O:1][C:2]1[CH:3]=[CH:4][C:5]2[O:10][CH2:9][C:8](=[O:11])[NH:7][C:6]=2[CH:12]=1. (5) The product is: [C:25]([O:29][C:30]([N:21]1[CH2:22][CH2:23][C:15]2[C:14]([NH:13][CH2:12][CH:11]([C:1]34[CH2:2][CH:3]5[CH2:4][CH:5]([CH2:6][CH:7]([CH2:9]5)[CH2:8]3)[CH2:10]4)[OH:24])=[N:19][CH:18]=[N:17][C:16]=2[CH2:20]1)=[O:31])([CH3:28])([CH3:27])[CH3:26]. Given the reactants [C:1]12([CH:11]([OH:24])[CH2:12][NH:13][C:14]3[C:15]4[CH2:23][CH2:22][NH:21][CH2:20][C:16]=4[N:17]=[CH:18][N:19]=3)[CH2:10][CH:5]3[CH2:6][CH:7]([CH2:9][CH:3]([CH2:4]3)[CH2:2]1)[CH2:8]2.[C:25]([O:29][C:30](O[C:30]([O:29][C:25]([CH3:28])([CH3:27])[CH3:26])=[O:31])=[O:31])([CH3:28])([CH3:27])[CH3:26].C(N(CC)CC)C, predict the reaction product. (6) Given the reactants [F:1][C:2]1[CH:7]=[CH:6][C:5]([C:8]([F:11])([F:10])[F:9])=[CH:4][C:3]=1[N+:12]([O-])=O.[CH:15]([Mg]Br)=[CH2:16].[NH4+].[Cl-], predict the reaction product. The product is: [F:1][C:2]1[CH:7]=[CH:6][C:5]([C:8]([F:11])([F:10])[F:9])=[C:4]2[C:3]=1[NH:12][CH:16]=[CH:15]2. (7) Given the reactants Br[C:2]1[N:10]=[CH:9][C:8]2[NH:7][C:6]3[N:11]=[CH:12][C:13]([C:15]4[CH:20]=[CH:19][C:18]([CH2:21][N:22]5[C@H:27]([CH3:28])[CH2:26][CH2:25][CH2:24][C@@H:23]5[CH3:29])=[CH:17][CH:16]=4)=[CH:14][C:5]=3[C:4]=2[CH:3]=1.[CH3:30][N:31]1[CH:35]=[C:34](B2OC(C)(C)C(C)(C)O2)[CH:33]=[N:32]1, predict the reaction product. The product is: [CH3:29][C@H:23]1[CH2:24][CH2:25][CH2:26][C@@H:27]([CH3:28])[N:22]1[CH2:21][C:18]1[CH:19]=[CH:20][C:15]([C:13]2[CH:12]=[N:11][C:6]3[NH:7][C:8]4[CH:9]=[N:10][C:2]([C:34]5[CH:33]=[N:32][N:31]([CH3:30])[CH:35]=5)=[CH:3][C:4]=4[C:5]=3[CH:14]=2)=[CH:16][CH:17]=1.